Dataset: Catalyst prediction with 721,799 reactions and 888 catalyst types from USPTO. Task: Predict which catalyst facilitates the given reaction. (1) Reactant: [F:1][C:2]1[CH:7]=[C:6]([I:8])[CH:5]=[CH:4][C:3]=1[NH:9][C:10]1[C:15]([C:16](O)=[O:17])=[CH:14][N:13]2[CH:19]=[CH:20][N:21]=[C:12]2[CH:11]=1.[N:22]1C=CC=CC=1.FC(F)(F)C(OC1C(F)=C(F)C(F)=C(F)C=1F)=O.[OH-].[NH4+]. Product: [F:1][C:2]1[CH:7]=[C:6]([I:8])[CH:5]=[CH:4][C:3]=1[NH:9][C:10]1[C:15]([C:16]([NH2:22])=[O:17])=[CH:14][N:13]2[CH:19]=[CH:20][N:21]=[C:12]2[CH:11]=1. The catalyst class is: 9. (2) Product: [CH2:17]([NH:16][C:15]([CH:13]([OH:14])[C@@H:8]([NH:7][C:6]([C@@H:52]([NH:51][C:49]([C@@H:48]([NH:47][C:45](=[O:46])[C:44]1[CH:67]=[CH:68][CH:69]=[C:70]([Cl:71])[C:43]=1[Cl:42])[CH3:66])=[O:50])[CH2:56][C:57]1[C:65]2[C:60](=[CH:61][CH:62]=[CH:63][CH:64]=2)[NH:59][CH:58]=1)=[O:25])[CH2:9][CH2:10][CH2:11][CH3:12])=[O:24])[C:18]1[CH:19]=[CH:20][CH:21]=[CH:22][CH:23]=1. Reactant: C(O[C:6](=[O:25])[NH:7][C@H:8]([CH:13]([C:15](=[O:24])[NH:16][CH2:17][C:18]1[CH:23]=[CH:22][CH:21]=[CH:20][CH:19]=1)[OH:14])[CH2:9][CH2:10][CH2:11][CH3:12])(C)(C)C.FC(F)(F)C(O)=O.C(N(CC)C(C)C)(C)C.[Cl:42][C:43]1[C:70]([Cl:71])=[CH:69][CH:68]=[CH:67][C:44]=1[C:45]([NH:47][C@@H:48]([CH3:66])[C:49]([NH:51][C@@H:52]([CH2:56][C:57]1[C:65]2[C:60](=[CH:61][CH:62]=[CH:63][CH:64]=2)[NH:59][CH:58]=1)C(O)=O)=[O:50])=[O:46].CN(C(ON1N=NC2C=CC=NC1=2)=[N+](C)C)C.F[P-](F)(F)(F)(F)F. The catalyst class is: 139.